The task is: Predict the reactants needed to synthesize the given product.. This data is from Full USPTO retrosynthesis dataset with 1.9M reactions from patents (1976-2016). (1) The reactants are: Cl[C:2]1[C:7]([O:8][C:9]2[CH:14]=[CH:13][CH:12]=[CH:11][CH:10]=2)=[CH:6][N:5]=[CH:4][N:3]=1.[F:15][C:16]([F:26])([F:25])[C:17]1[CH:24]=[CH:23][C:20]([CH2:21][OH:22])=[CH:19][CH:18]=1.[H-].[Na+]. Given the product [F:15][C:16]([F:25])([F:26])[C:17]1[CH:24]=[CH:23][C:20]([CH2:21][O:22][C:2]2[C:7]([O:8][C:9]3[CH:14]=[CH:13][CH:12]=[CH:11][CH:10]=3)=[CH:6][N:5]=[CH:4][N:3]=2)=[CH:19][CH:18]=1, predict the reactants needed to synthesize it. (2) Given the product [ClH:1].[CH2:8]([NH:22][C:23](=[O:42])[O:24][C:25]1[CH:30]=[CH:29][CH:28]=[CH:27][C:26]=1[CH2:31][CH2:32][C:33]([N:35]1[CH2:40][CH2:39][N:38]([CH3:41])[CH2:37][CH2:36]1)=[O:34])[CH2:9][CH2:10][CH2:11][CH2:12][CH2:13][CH2:14][CH2:15][CH2:16][CH2:17][CH2:18][CH2:19][CH2:20][CH3:21], predict the reactants needed to synthesize it. The reactants are: [ClH:1].C(OCC)(=O)C.[CH2:8]([NH:22][C:23](=[O:42])[O:24][C:25]1[CH:30]=[CH:29][CH:28]=[CH:27][C:26]=1[CH2:31][CH2:32][C:33]([N:35]1[CH2:40][CH2:39][N:38]([CH3:41])[CH2:37][CH2:36]1)=[O:34])[CH2:9][CH2:10][CH2:11][CH2:12][CH2:13][CH2:14][CH2:15][CH2:16][CH2:17][CH2:18][CH2:19][CH2:20][CH3:21]. (3) Given the product [Cl:1][C:2]1[CH:3]=[C:4]([CH:9]=[C:10]([N:14]([CH3:13])[S:15]([CH3:18])(=[O:17])=[O:16])[N:11]=1)[C:5]([O:7][CH3:8])=[O:6], predict the reactants needed to synthesize it. The reactants are: [Cl:1][C:2]1[CH:3]=[C:4]([CH:9]=[C:10](Cl)[N:11]=1)[C:5]([O:7][CH3:8])=[O:6].[CH3:13][NH:14][S:15]([CH3:18])(=[O:17])=[O:16].P([O-])([O-])([O-])=O.[K+].[K+].[K+].CC1(C)C2C(=C(P(C3C=CC=CC=3)C3C=CC=CC=3)C=CC=2)OC2C(P(C3C=CC=CC=3)C3C=CC=CC=3)=CC=CC1=2.